From a dataset of NCI-60 drug combinations with 297,098 pairs across 59 cell lines. Regression. Given two drug SMILES strings and cell line genomic features, predict the synergy score measuring deviation from expected non-interaction effect. (1) Drug 1: COC1=NC(=NC2=C1N=CN2C3C(C(C(O3)CO)O)O)N. Drug 2: CC1CCC2CC(C(=CC=CC=CC(CC(C(=O)C(C(C(=CC(C(=O)CC(OC(=O)C3CCCCN3C(=O)C(=O)C1(O2)O)C(C)CC4CCC(C(C4)OC)OCCO)C)C)O)OC)C)C)C)OC. Cell line: SNB-75. Synergy scores: CSS=1.05, Synergy_ZIP=-1.74, Synergy_Bliss=-1.09, Synergy_Loewe=-0.0931, Synergy_HSA=-0.00577. (2) Drug 1: C1C(C(OC1N2C=C(C(=O)NC2=O)F)CO)O. Drug 2: C1=NNC2=C1C(=O)NC=N2. Cell line: U251. Synergy scores: CSS=3.86, Synergy_ZIP=-7.51, Synergy_Bliss=2.58, Synergy_Loewe=-10.3, Synergy_HSA=-0.689. (3) Cell line: K-562. Drug 1: CC=C1C(=O)NC(C(=O)OC2CC(=O)NC(C(=O)NC(CSSCCC=C2)C(=O)N1)C(C)C)C(C)C. Drug 2: CN(CC1=CN=C2C(=N1)C(=NC(=N2)N)N)C3=CC=C(C=C3)C(=O)NC(CCC(=O)O)C(=O)O. Synergy scores: CSS=47.8, Synergy_ZIP=-4.65, Synergy_Bliss=-8.68, Synergy_Loewe=-13.9, Synergy_HSA=-5.67. (4) Drug 1: C1CC(=O)NC(=O)C1N2CC3=C(C2=O)C=CC=C3N. Synergy scores: CSS=22.6, Synergy_ZIP=-6.46, Synergy_Bliss=-15.5, Synergy_Loewe=-34.4, Synergy_HSA=-17.5. Drug 2: C1=CC(=CC=C1CCCC(=O)O)N(CCCl)CCCl. Cell line: MOLT-4. (5) Drug 1: CC1=C2C(C(=O)C3(C(CC4C(C3C(C(C2(C)C)(CC1OC(=O)C(C(C5=CC=CC=C5)NC(=O)OC(C)(C)C)O)O)OC(=O)C6=CC=CC=C6)(CO4)OC(=O)C)OC)C)OC. Drug 2: CC1=C(C(CCC1)(C)C)C=CC(=CC=CC(=CC(=O)O)C)C. Cell line: HS 578T. Synergy scores: CSS=79.8, Synergy_ZIP=19.0, Synergy_Bliss=18.6, Synergy_Loewe=15.1, Synergy_HSA=22.0. (6) Drug 1: C1=CC(=C2C(=C1NCCNCCO)C(=O)C3=C(C=CC(=C3C2=O)O)O)NCCNCCO. Drug 2: CS(=O)(=O)CCNCC1=CC=C(O1)C2=CC3=C(C=C2)N=CN=C3NC4=CC(=C(C=C4)OCC5=CC(=CC=C5)F)Cl. Cell line: OVCAR-4. Synergy scores: CSS=33.0, Synergy_ZIP=-2.52, Synergy_Bliss=3.41, Synergy_Loewe=-6.44, Synergy_HSA=4.88. (7) Drug 1: C1=CC(=CC=C1CCC2=CNC3=C2C(=O)NC(=N3)N)C(=O)NC(CCC(=O)O)C(=O)O. Drug 2: COC1=NC(=NC2=C1N=CN2C3C(C(C(O3)CO)O)O)N. Cell line: UACC62. Synergy scores: CSS=10.2, Synergy_ZIP=-2.83, Synergy_Bliss=2.49, Synergy_Loewe=-25.1, Synergy_HSA=0.928. (8) Drug 1: C1CC(=O)NC(=O)C1N2C(=O)C3=CC=CC=C3C2=O. Drug 2: CC1C(C(CC(O1)OC2CC(CC3=C2C(=C4C(=C3O)C(=O)C5=CC=CC=C5C4=O)O)(C(=O)C)O)N)O. Cell line: SF-295. Synergy scores: CSS=38.7, Synergy_ZIP=0.456, Synergy_Bliss=-0.559, Synergy_Loewe=-21.6, Synergy_HSA=-0.505. (9) Drug 1: COC1=C(C=C2C(=C1)N=CN=C2NC3=CC(=C(C=C3)F)Cl)OCCCN4CCOCC4. Drug 2: CC1=C(C=C(C=C1)NC(=O)C2=CC=C(C=C2)CN3CCN(CC3)C)NC4=NC=CC(=N4)C5=CN=CC=C5. Cell line: HCT-15. Synergy scores: CSS=34.4, Synergy_ZIP=0.985, Synergy_Bliss=1.12, Synergy_Loewe=-7.46, Synergy_HSA=1.09.